Dataset: Reaction yield outcomes from USPTO patents with 853,638 reactions. Task: Predict the reaction yield, written as a fraction of the theoretical maximum amount of product (1.0 means a 100% yield; for example, 0.34 means a 34% yield). (1) The reactants are [CH2:1]([O:3][C:4](=[O:30])[NH:5][C:6]1[CH:15]=[CH:14][C:13]2[CH:12]([NH:16][C:17]3[CH:22]=[CH:21][C:20]([C:23]([F:26])([F:25])[F:24])=[CH:19][CH:18]=3)[CH2:11][CH2:10][CH2:9][C:8]=2[C:7]=1[N+:27]([O-])=O)[CH3:2].C(OC(=O)NC1C([N+]([O-])=O)=CC2C(NC3C=CC(C(F)(F)F)=CC=3)CCCC=2C=1)C. The catalyst is CO.[Ni]. The product is [CH2:1]([O:3][C:4](=[O:30])[NH:5][C:6]1[CH:15]=[CH:14][C:13]2[CH:12]([NH:16][C:17]3[CH:22]=[CH:21][C:20]([C:23]([F:24])([F:25])[F:26])=[CH:19][CH:18]=3)[CH2:11][CH2:10][CH2:9][C:8]=2[C:7]=1[NH2:27])[CH3:2]. The yield is 1.00. (2) The yield is 0.600. The product is [Br:14][C:15]1[C:16]([NH:23][C:6](=[O:11])[C:7]([F:8])([F:9])[F:10])=[N:17][C:18]([S:21][CH3:22])=[CH:19][N:20]=1. The reactants are [F:8][C:7]([F:10])([F:9])[C:6](O[C:6](=[O:11])[C:7]([F:10])([F:9])[F:8])=[O:11].[Br:14][C:15]1[C:16]([NH2:23])=[N:17][C:18]([S:21][CH3:22])=[CH:19][N:20]=1.C(N(CC)CC)C. The catalyst is O1CCCC1.